Dataset: Reaction yield outcomes from USPTO patents with 853,638 reactions. Task: Predict the reaction yield, written as a fraction of the theoretical maximum amount of product (1.0 means a 100% yield; for example, 0.34 means a 34% yield). (1) The catalyst is CO. The reactants are [Cl:1][C:2]1[N:3]=[C:4](Cl)[C:5]2[CH2:10][CH2:9][CH:8]([C:11]3[CH:16]=[CH:15][C:14]([F:17])=[CH:13][CH:12]=3)[C:6]=2[N:7]=1.[CH3:19][C:20]1([OH:26])[CH2:25][CH2:24][NH:23][CH2:22][CH2:21]1. The product is [Cl:1][C:2]1[N:3]=[C:4]([N:23]2[CH2:24][CH2:25][C:20]([CH3:19])([OH:26])[CH2:21][CH2:22]2)[C:5]2[CH2:10][CH2:9][CH:8]([C:11]3[CH:16]=[CH:15][C:14]([F:17])=[CH:13][CH:12]=3)[C:6]=2[N:7]=1. The yield is 0.732. (2) The reactants are [ClH:1].C(=[N:4][N:5]([C:15]1[CH:20]=[CH:19][C:18]([O:21][CH3:22])=[CH:17][CH:16]=1)[C:6](=[O:14])[C:7]1[CH:12]=[CH:11][C:10]([F:13])=[CH:9][CH:8]=1)C. The catalyst is C1(C)C=CC=CC=1.CO. The product is [ClH:1].[F:13][C:10]1[CH:11]=[CH:12][C:7]([C:6]([N:5]([C:15]2[CH:20]=[CH:19][C:18]([O:21][CH3:22])=[CH:17][CH:16]=2)[NH2:4])=[O:14])=[CH:8][CH:9]=1. The yield is 0.350. (3) The reactants are [CH2:1]([O:3][C:4]([C:6]1[N:7]=[C:8]([N:11]2[CH2:16][CH2:15][CH:14]([OH:17])[CH2:13][CH2:12]2)[S:9][CH:10]=1)=[O:5])[CH3:2].[CH3:18][S:19](Cl)(=[O:21])=[O:20].C(N(CC)CC)C.C(O)C. The catalyst is C(Cl)Cl. The product is [CH2:1]([O:3][C:4]([C:6]1[N:7]=[C:8]([N:11]2[CH2:12][CH2:13][CH:14]([O:17][S:19]([CH3:18])(=[O:21])=[O:20])[CH2:15][CH2:16]2)[S:9][CH:10]=1)=[O:5])[CH3:2]. The yield is 0.490. (4) The reactants are FC(F)(F)C(O)=O.[F:8][C:9]1[CH:10]=[C:11]([CH:16]=[CH:17][C:18]=1[CH2:19][N:20]1[CH2:24][CH2:23][N:22]([CH:25]2[CH2:30][CH2:29][NH:28][CH2:27][CH2:26]2)[C:21]1=[O:31])[C:12]([O:14][CH3:15])=[O:13].F[C:33]1[C:38]([F:39])=[CH:37][C:36]([C:40]([F:43])([F:42])[F:41])=[CH:35][N:34]=1. The catalyst is CN(C=O)C.CCOC(C)=O. The product is [F:8][C:9]1[CH:10]=[C:11]([CH:16]=[CH:17][C:18]=1[CH2:19][N:20]1[CH2:24][CH2:23][N:22]([CH:25]2[CH2:30][CH2:29][N:28]([C:33]3[C:38]([F:39])=[CH:37][C:36]([C:40]([F:43])([F:41])[F:42])=[CH:35][N:34]=3)[CH2:27][CH2:26]2)[C:21]1=[O:31])[C:12]([O:14][CH3:15])=[O:13]. The yield is 0.380. (5) The reactants are [CH3:1][C:2]([Si:5](Cl)([CH3:7])[CH3:6])([CH3:4])[CH3:3].[C:9]([NH:12][NH:13][C:14](=[O:30])[C@H:15]([NH:19][C:20]1[CH:25]=[CH:24][C:23]([C:26]#[N:27])=[C:22]([Cl:28])[C:21]=1[CH3:29])[C@@H:16]([OH:18])[CH3:17])(=O)[CH3:10].N1C=CN=C1.II.CCN(CC)CC.C1C=CC(P(C2C=CC=CC=2)C2C=CC=CC=2)=CC=1. The catalyst is CN(C=O)C.CCOC(C)=O.C(Cl)Cl.O. The product is [Si:5]([O:18][C@@H:16]([CH3:17])[C@@H:15]([NH:19][C:20]1[CH:25]=[CH:24][C:23]([C:26]#[N:27])=[C:22]([Cl:28])[C:21]=1[CH3:29])[C:14]1[O:30][C:9]([CH3:10])=[N:12][N:13]=1)([C:2]([CH3:4])([CH3:3])[CH3:1])([CH3:7])[CH3:6]. The yield is 0.970. (6) The reactants are [CH3:1][S:2]([O:5][C@H:6]1[C@@H:11]([CH3:12])[CH2:10][C:9]([C:13]2[CH:18]=[CH:17][N:16]=[CH:15][C:14]=2[N+:19]([O-])=O)=[CH:8][C@H:7]1[NH:22][C:23]([O:25][C:26]([CH3:29])([CH3:28])[CH3:27])=[O:24])(=[O:4])=[O:3]. The catalyst is C(O)(C)C.[Pd]. The product is [CH3:1][S:2]([O:5][C@H:6]1[C@@H:11]([CH3:12])[CH2:10][C@@H:9]([C:13]2[CH:18]=[CH:17][N:16]=[CH:15][C:14]=2[NH2:19])[CH2:8][C@H:7]1[NH:22][C:23]([O:25][C:26]([CH3:27])([CH3:29])[CH3:28])=[O:24])(=[O:3])=[O:4]. The yield is 0.720. (7) The yield is 0.400. The reactants are C(N1CC(=[CH:18]/[CH:19]=[CH:20]/[C:21]([O:23][CH2:24][CH3:25])=[O:22])C1)(C1C=CC=CC=1)C1C=CC=CC=1.O[CH:27]1[CH2:30][N:29]([C:31]([O:33][C:34]([CH3:37])([CH3:36])[CH3:35])=[O:32])[CH2:28]1. No catalyst specified. The product is [CH2:24]([O:23][C:21](=[O:22])/[CH:20]=[CH:19]/[CH:18]=[C:27]1[CH2:30][N:29]([C:31]([O:33][C:34]([CH3:37])([CH3:36])[CH3:35])=[O:32])[CH2:28]1)[CH3:25]. (8) The reactants are Br[C:2]1[CH:7]=[CH:6][C:5]([C:8]2[CH:13]=[CH:12][C:11]([O:14][CH2:15][CH2:16][CH2:17][CH2:18][CH2:19][CH2:20][CH2:21][CH3:22])=[CH:10][CH:9]=2)=[CH:4][CH:3]=1.[B:23](OC)([O:26]C)[O:24]C.Cl. The catalyst is CCCCCC.C1COCC1. The product is [CH2:15]([O:14][C:11]1[CH:12]=[CH:13][C:8]([C:5]2[CH:6]=[CH:7][C:2]([B:23]([OH:26])[OH:24])=[CH:3][CH:4]=2)=[CH:9][CH:10]=1)[CH2:16][CH2:17][CH2:18][CH2:19][CH2:20][CH2:21][CH3:22]. The yield is 0.730. (9) The reactants are [C:1]([NH:5][C:6](=[O:15])[C:7]1[CH:12]=[CH:11][C:10]([I:13])=[C:9]([OH:14])[CH:8]=1)([CH3:4])([CH3:3])[CH3:2].C(=O)([O-])[O-].[K+].[K+].FC(F)(F)S(O[CH2:28][C:29]([F:32])([F:31])[F:30])(=O)=O. The catalyst is CN(C=O)C.C(#N)C.O. The product is [C:1]([NH:5][C:6](=[O:15])[C:7]1[CH:12]=[CH:11][C:10]([I:13])=[C:9]([O:14][CH2:28][C:29]([F:32])([F:31])[F:30])[CH:8]=1)([CH3:4])([CH3:2])[CH3:3]. The yield is 0.930.